Task: Predict the product of the given reaction.. Dataset: Forward reaction prediction with 1.9M reactions from USPTO patents (1976-2016) (1) Given the reactants [N+](C1C=CC(O[C:9]([O:11][CH2:12][C@@H:13]([NH:21][C:22](=[O:28])[O:23][C:24]([CH3:27])([CH3:26])[CH3:25])[CH2:14][C@H:15]2[CH2:20][CH2:19][CH2:18][O:17][CH2:16]2)=[O:10])=CC=1)([O-])=O.OC(C(F)(F)F)=O.[Cl:38][C:39]1[CH:40]=[C:41]([C@@H:45]([C@@H:54]2[CH2:59][CH2:58][CH2:57][NH:56][CH2:55]2)[O:46][CH2:47][CH2:48][NH:49][C:50](=[O:53])[O:51][CH3:52])[CH:42]=[CH:43][CH:44]=1, predict the reaction product. The product is: [Cl:38][C:39]1[CH:40]=[C:41]([C@H:45]([O:46][CH2:47][CH2:48][NH:49][C:50]([O:51][CH3:52])=[O:53])[C@@H:54]2[CH2:59][CH2:58][CH2:57][N:56]([C:9]([O:11][CH2:12][C@@H:13]([NH:21][C:22]([O:23][C:24]([CH3:25])([CH3:26])[CH3:27])=[O:28])[CH2:14][C@H:15]3[CH2:20][CH2:19][CH2:18][O:17][CH2:16]3)=[O:10])[CH2:55]2)[CH:42]=[CH:43][CH:44]=1. (2) Given the reactants CS[C:3]1[C:8]2=[C:9]([CH2:12][N:13]3[CH2:18][CH2:17][CH:16]([OH:19])[CH2:15][CH2:14]3)[CH:10]=[CH:11][N:7]2[N:6]=[CH:5][N:4]=1.C(O)(C(F)(F)F)=O.C1C=C(Cl)C=C(C(OO)=O)C=1.[NH2:38][C:39]1[CH:44]=[CH:43][C:42]([OH:45])=[C:41]([F:46])[CH:40]=1.C[Si]([N-][Si](C)(C)C)(C)C.[Na+], predict the reaction product. The product is: [NH2:38][C:39]1[CH:44]=[CH:43][C:42]([O:45][C:3]2[C:8]3=[C:9]([CH2:12][N:13]4[CH2:18][CH2:17][CH:16]([OH:19])[CH2:15][CH2:14]4)[CH:10]=[CH:11][N:7]3[N:6]=[CH:5][N:4]=2)=[C:41]([F:46])[CH:40]=1.